From a dataset of Full USPTO retrosynthesis dataset with 1.9M reactions from patents (1976-2016). Predict the reactants needed to synthesize the given product. (1) Given the product [CH3:28][C:24]1[CH:25]=[CH:26][CH:27]=[C:22]([CH3:21])[C:23]=1[NH:29][C:30](=[O:31])[NH:1][C:2]1[CH:7]=[CH:6][CH:5]=[CH:4][C:3]=1[NH:8][C:9]1[CH:14]=[CH:13][NH:12][C:11]([CH3:20])([C:15]([O:17][CH2:18][CH3:19])=[S:16])[N:10]=1, predict the reactants needed to synthesize it. The reactants are: [NH2:1][C:2]1[CH:7]=[CH:6][CH:5]=[CH:4][C:3]=1[NH:8][C:9]1[CH:14]=[CH:13][NH:12][C:11]([CH3:20])([C:15]([O:17][CH2:18][CH3:19])=[S:16])[N:10]=1.[CH3:21][C:22]1[CH:27]=[CH:26][CH:25]=[C:24]([CH3:28])[C:23]=1[N:29]=[C:30]=[O:31].B(F)(F)F.CCOCC. (2) Given the product [CH3:1][N:2]1[C:6]2[NH:7][C:8](=[O:15])[C:9]3[CH2:10][CH2:11][CH2:12][CH2:13][C:14]=3[C:5]=2[C:4]([C@H:16]2[CH2:20][CH2:19][CH2:18][N:17]2[CH2:21][CH2:22][CH3:23])=[N:3]1, predict the reactants needed to synthesize it. The reactants are: [CH3:1][N:2]1[C:6]2[NH:7][C:8](=[O:15])[C:9]3[CH2:10][CH2:11][CH2:12][CH2:13][C:14]=3[C:5]=2[C:4]([C@H:16]2[CH2:20][CH2:19][CH2:18][NH:17]2)=[N:3]1.[CH:21](=O)[CH2:22][CH3:23].C([BH3-])#N.[Na+]. (3) The reactants are: [C:1]([O:5][C:6]([NH:8][C@@H:9]([CH2:39][CH2:40][CH2:41][CH2:42][NH:43][C:44]([O:46][C:47]([CH3:50])([CH3:49])[CH3:48])=[O:45])[C:10]([NH:12][CH2:13][CH2:14][CH2:15][CH2:16][C@H:17]([NH:21][C:22]([O:24][CH2:25][CH:26]1[C:38]2[CH:37]=[CH:36][CH:35]=[CH:34][C:33]=2[C:32]2[C:27]1=[CH:28][CH:29]=[CH:30][CH:31]=2)=[O:23])[C:18]([OH:20])=[O:19])=[O:11])=[O:7])([CH3:4])([CH3:3])[CH3:2].[C:51]1([CH2:57]O)[CH:56]=[CH:55][CH:54]=[CH:53][CH:52]=1.ON1C2N=CC=CC=2N=N1.Cl.C(N=C=NCCCN(C)C)C.C(N(C(C)C)C(C)C)C. Given the product [CH2:57]([O:19][C:18](=[O:20])[C@@H:17]([NH:21][C:22]([O:24][CH2:25][CH:26]1[C:27]2[CH:28]=[CH:29][CH:30]=[CH:31][C:32]=2[C:33]2[C:38]1=[CH:37][CH:36]=[CH:35][CH:34]=2)=[O:23])[CH2:16][CH2:15][CH2:14][CH2:13][NH:12][C:10](=[O:11])[C@@H:9]([NH:8][C:6]([O:5][C:1]([CH3:4])([CH3:3])[CH3:2])=[O:7])[CH2:39][CH2:40][CH2:41][CH2:42][NH:43][C:44]([O:46][C:47]([CH3:50])([CH3:49])[CH3:48])=[O:45])[C:51]1[CH:56]=[CH:55][CH:54]=[CH:53][CH:52]=1, predict the reactants needed to synthesize it.